Dataset: Forward reaction prediction with 1.9M reactions from USPTO patents (1976-2016). Task: Predict the product of the given reaction. (1) Given the reactants C([O:5][CH2:6][CH:7]1[C:11](=[O:12])[N:10]([C:13]2[CH:42]=[CH:41][C:16]([CH2:17][C:18]3[NH:26][C:25]4[C:24](=[O:27])[N:23]([CH2:28][C:29]5[CH:34]=[CH:33][CH:32]=[CH:31][C:30]=5[F:35])[C:22](=[O:36])[N:21]([CH2:37][CH:38]5[CH2:40][CH2:39]5)[C:20]=4[N:19]=3)=[CH:15][CH:14]=2)[C:9](=[O:43])[NH:8]1)(C)(C)C.FC(F)(F)C(O)=O, predict the reaction product. The product is: [CH:38]1([CH2:37][N:21]2[C:20]3[N:19]=[C:18]([CH2:17][C:16]4[CH:41]=[CH:42][C:13]([N:10]5[C:11](=[O:12])[C@H:7]([CH2:6][OH:5])[NH:8][C:9]5=[O:43])=[CH:14][CH:15]=4)[NH:26][C:25]=3[C:24](=[O:27])[N:23]([CH2:28][C:29]3[CH:34]=[CH:33][CH:32]=[CH:31][C:30]=3[F:35])[C:22]2=[O:36])[CH2:40][CH2:39]1. (2) Given the reactants Cl[C:2]1[N:7]=[C:6]([C:8]2[S:12][C:11]([C:13]([CH3:16])([CH3:15])[CH3:14])=[N:10][C:9]=2[C:17]2[C:18]([F:35])=[C:19]([NH:23][S:24]([C:27]3[CH:32]=[C:31]([F:33])[CH:30]=[CH:29][C:28]=3[F:34])(=[O:26])=[O:25])[CH:20]=[CH:21][CH:22]=2)[CH:5]=[CH:4][N:3]=1, predict the reaction product. The product is: [CH3:16][C:13]([C:11]1[S:12][C:8]([C:6]2[CH:5]=[CH:4][N:3]=[CH:2][N:7]=2)=[C:9]([C:17]2[C:18]([F:35])=[C:19]([NH:23][S:24]([C:27]3[CH:32]=[C:31]([F:33])[CH:30]=[CH:29][C:28]=3[F:34])(=[O:25])=[O:26])[CH:20]=[CH:21][CH:22]=2)[N:10]=1)([CH3:14])[CH3:15]. (3) The product is: [CH:5]([C:8]1[CH:16]=[CH:15][C:11]([CH2:12][C:22]2[N:18]([CH3:17])[C:19]([CH2:23][C:24]#[N:25])=[CH:20][CH:21]=2)=[CH:10][CH:9]=1)([CH3:7])[CH3:6]. Given the reactants [Cl-].[Al+3].[Cl-].[Cl-].[CH:5]([C:8]1[CH:16]=[CH:15][C:11]([C:12](Cl)=O)=[CH:10][CH:9]=1)([CH3:7])[CH3:6].[CH3:17][N:18]1[CH:22]=[CH:21][CH:20]=[C:19]1[CH2:23][C:24]#[N:25], predict the reaction product. (4) Given the reactants I[CH2:2][CH2:3][CH3:4].[CH:5]1([C:8]2[CH:9]=[C:10]([CH:13]=[C:14]([OH:17])[C:15]=2[I:16])[CH:11]=[O:12])[CH2:7][CH2:6]1.C(=O)([O-])[O-].[K+].[K+].CN(C=O)C, predict the reaction product. The product is: [CH:5]1([C:8]2[CH:9]=[C:10]([CH:13]=[C:14]([O:17][CH2:2][CH2:3][CH3:4])[C:15]=2[I:16])[CH:11]=[O:12])[CH2:6][CH2:7]1. (5) Given the reactants [Cl:1][C:2]1[CH:3]=[C:4]([C:22]2[CH:27]=[CH:26][C:25]([C:28](O)=[O:29])=[CH:24][CH:23]=2)[CH:5]=[C:6]([Cl:21])[C:7]=1[CH2:8][C@@H:9]1[CH2:13][CH2:12][N:11]([N:14]2[CH2:19][CH2:18][CH2:17][CH2:16][CH2:15]2)[C:10]1=[O:20].C(N1C=CN=C1)(N1C=CN=C1)=O.[OH:43][CH:44]1[CH2:49][CH2:48][NH:47][CH2:46][CH2:45]1.C(N(C(C)C)CC)(C)C, predict the reaction product. The product is: [Cl:1][C:2]1[CH:3]=[C:4]([C:22]2[CH:27]=[CH:26][C:25]([C:28]([N:47]3[CH2:48][CH2:49][CH:44]([OH:43])[CH2:45][CH2:46]3)=[O:29])=[CH:24][CH:23]=2)[CH:5]=[C:6]([Cl:21])[C:7]=1[CH2:8][C@@H:9]1[CH2:13][CH2:12][N:11]([N:14]2[CH2:19][CH2:18][CH2:17][CH2:16][CH2:15]2)[C:10]1=[O:20].